Dataset: Forward reaction prediction with 1.9M reactions from USPTO patents (1976-2016). Task: Predict the product of the given reaction. (1) Given the reactants C[N+]1(C)[CH:6]([C:7]([O:9][CH2:10][CH2:11][N+](C)(C)C)=[O:8])[CH2:5][CH2:4][CH2:3]1.[I-].[I-].Cl.[CH2:20](O)[CH2:21]C#C, predict the reaction product. The product is: [O:8]1[CH2:3][CH2:4][CH2:5][CH2:6][CH:7]1[O:9][CH2:10][CH2:11][C:20]#[CH:21]. (2) Given the reactants [CH:1]1([CH2:4][C:5]2[C:10]([C:11]3[CH:16]=[CH:15][N:14]=[C:13]([S:17][CH3:18])[N:12]=3)=[CH:9][N:8]=[CH:7][N:6]=2)[CH2:3][CH2:2]1.C1C=C(Cl)C=C(C(OO)=[O:27])C=1, predict the reaction product. The product is: [CH:1]1([CH2:4][C:5]2[C:10]([C:11]3[CH:16]=[CH:15][N:14]=[C:13]([S:17]([CH3:18])=[O:27])[N:12]=3)=[CH:9][N:8]=[CH:7][N:6]=2)[CH2:2][CH2:3]1. (3) Given the reactants C(N(C(C)C)CC)(C)C.C1C=CC2N(O)N=NC=2C=1.CCN=C=NCCCN(C)C.[C:31]([O:35][C:36](=[O:56])[CH2:37][C@H:38]([NH:42][S:43]([C:46]1[C:51]([CH3:52])=[CH:50][C:49]([O:53][CH3:54])=[CH:48][C:47]=1[CH3:55])(=[O:45])=[O:44])[C:39](O)=[O:40])([CH3:34])([CH3:33])[CH3:32].[CH3:57][O:58][CH:59]([O:62][CH3:63])[CH2:60][NH2:61], predict the reaction product. The product is: [CH3:57][O:58][CH:59]([O:62][CH3:63])[CH2:60][NH:61][C:39](=[O:40])[C@@H:38]([NH:42][S:43]([C:46]1[C:51]([CH3:52])=[CH:50][C:49]([O:53][CH3:54])=[CH:48][C:47]=1[CH3:55])(=[O:44])=[O:45])[CH2:37][C:36]([O:35][C:31]([CH3:34])([CH3:33])[CH3:32])=[O:56].